Predict the product of the given reaction. From a dataset of Forward reaction prediction with 1.9M reactions from USPTO patents (1976-2016). (1) Given the reactants C(OC(=O)[NH:7][CH2:8][CH2:9][N:10]1[C:19](=[O:20])[C:18]2[C:13](=[CH:14][CH:15]=[CH:16][CH:17]=2)[N:12]([CH2:21][C:22](=[O:35])[NH:23][C:24]2[CH:29]=[C:28]([Cl:30])[C:27]([O:31][CH3:32])=[CH:26][C:25]=2[O:33][CH3:34])[C:11]1=[O:36])(C)(C)C.[C:38]([OH:44])([C:40]([F:43])([F:42])[F:41])=[O:39].CCOC(C)=O, predict the reaction product. The product is: [F:41][C:40]([F:43])([F:42])[C:38]([OH:44])=[O:39].[NH2:7][CH2:8][CH2:9][N:10]1[C:19](=[O:20])[C:18]2[C:13](=[CH:14][CH:15]=[CH:16][CH:17]=2)[N:12]([CH2:21][C:22]([NH:23][C:24]2[CH:29]=[C:28]([Cl:30])[C:27]([O:31][CH3:32])=[CH:26][C:25]=2[O:33][CH3:34])=[O:35])[C:11]1=[O:36]. (2) Given the reactants [CH3:1][O:2][C:3]1[C:12]([NH:13][C:14](=[O:18])OCC)=[N:11][C:10]2[C:5](=[CH:6][CH:7]=[C:8]([CH3:19])[CH:9]=2)[N:4]=1.[C:20]1([N:26]2[CH2:31][CH2:30][NH:29][CH2:28][CH2:27]2)[CH:25]=[CH:24][CH:23]=[CH:22][CH:21]=1.C1CCN2C(=NCCC2)CC1, predict the reaction product. The product is: [CH3:1][O:2][C:3]1[C:12]([NH:13][C:14]([N:29]2[CH2:30][CH2:31][N:26]([C:20]3[CH:25]=[CH:24][CH:23]=[CH:22][CH:21]=3)[CH2:27][CH2:28]2)=[O:18])=[N:11][C:10]2[C:5](=[CH:6][CH:7]=[C:8]([CH3:19])[CH:9]=2)[N:4]=1. (3) Given the reactants [CH3:1][O:2][C:3]1[CH:8]=[C:7]([O:9]COC)[CH:6]=[CH:5][C:4]=1[C:13]1[C:14]([CH2:26][O:27][C:28](=[O:36])[C:29]2[CH:34]=[CH:33][C:32]([CH3:35])=[CH:31][CH:30]=2)=[C:15]2[C:20](=[CH:21][CH:22]=1)[NH:19][C:18]([CH3:24])([CH3:23])[CH:17]=[C:16]2[CH3:25].Cl.O1CCOCC1, predict the reaction product. The product is: [OH:9][C:7]1[CH:6]=[CH:5][C:4]([C:13]2[C:14]([CH2:26][O:27][C:28](=[O:36])[C:29]3[CH:30]=[CH:31][C:32]([CH3:35])=[CH:33][CH:34]=3)=[C:15]3[C:20](=[CH:21][CH:22]=2)[NH:19][C:18]([CH3:24])([CH3:23])[CH:17]=[C:16]3[CH3:25])=[C:3]([O:2][CH3:1])[CH:8]=1. (4) Given the reactants [CH3:1][C:2]([CH3:4])=[O:3].[OH2:5].[CH3:6][CH2:7][N:8]([C:11]([C@H:13]([O:15][C:16]1[C:25]2[C:20](=[CH:21][CH:22]=[CH:23][CH:24]=2)[CH:19]=[CH:18][CH:17]=1)[CH3:14])=[O:12])[CH2:9][CH3:10], predict the reaction product. The product is: [CH3:10][CH2:9][N:8]([C:11]([CH:13]([O:15][C:16]1[CH:17]=[CH:18][CH:19]=[C:20]2[CH:21]=[CH:22][CH:23]=[CH:24][C:25]=12)[CH3:14])=[O:12])[CH2:7][CH3:6].[CH3:6][CH2:7][N:8]([C:1]([C@H:2]([O:3][C:21]1[C:20]2[C:25](=[CH:16][CH:17]=[CH:18][CH:19]=2)[CH:24]=[CH:23][CH:22]=1)[CH3:4])=[O:5])[CH2:9][CH3:10]. (5) Given the reactants [OH:1][C:2]1[CH:3]=[N:4][C:5]([CH3:8])=[CH:6][CH:7]=1.C(=O)([O-])[O-].[K+].[K+].Cl[C:16]1[CH:21]=[CH:20][N:19]=[CH:18][C:17]=1[N+:22]([O-:24])=[O:23].O, predict the reaction product. The product is: [CH3:8][C:5]1[N:4]=[CH:3][C:2]([O:1][C:16]2[CH:21]=[CH:20][N:19]=[CH:18][C:17]=2[N+:22]([O-:24])=[O:23])=[CH:7][CH:6]=1. (6) Given the reactants [N+:1]([C:4]1[CH:5]=[C:6]([S:10](Cl)(=[O:12])=[O:11])[CH:7]=[CH:8][CH:9]=1)([O-:3])=[O:2].Cl.[CH2:15]1[C:18]2([CH2:21][CH2:20][CH2:19]2)[CH2:17][NH:16]1.C(N(CC)CC)C, predict the reaction product. The product is: [N+:1]([C:4]1[CH:5]=[C:6]([S:10]([N:16]2[CH2:17][C:18]3([CH2:21][CH2:20][CH2:19]3)[CH2:15]2)(=[O:12])=[O:11])[CH:7]=[CH:8][CH:9]=1)([O-:3])=[O:2].